This data is from Experimentally validated miRNA-target interactions with 360,000+ pairs, plus equal number of negative samples. The task is: Binary Classification. Given a miRNA mature sequence and a target amino acid sequence, predict their likelihood of interaction. The miRNA is hsa-miR-7843-3p with sequence AUGAAGCCUUCUCUGCCUUACG. The protein sequence of the target gene is MLFRARGPVRGRGWGRPAEAPRRGRSPPWSPAWICCWALAGCQAAWAGDLPSSSSRPLPPCQEKDYHFEYTECDSSGSRWRVAIPNSAVDCSGLPDPVRGKECTFSCASGEYLEMKNQVCSKCGEGTYSLGSGIKFDEWDELPAGFSNIATFMDTVVGPSDSRPDGCNNSSWIPRGNYIESNRDDCTVSLIYAVHLKKSGYVFFEYQYVDNNIFFEFFIQNDQCQEMDTTTDKWVKLTDNGEWGSHSVMLKSGTNILYWRTTGILMGSKAVKPVLVKNITIEGVAYTSECFPCKPGTFSN.... Result: 0 (no interaction).